This data is from Full USPTO retrosynthesis dataset with 1.9M reactions from patents (1976-2016). The task is: Predict the reactants needed to synthesize the given product. (1) Given the product [CH3:1][Si:2]([CH3:23])([CH3:22])[CH2:3][CH2:4][O:5][C:6]([N:8]1[CH2:13][CH2:12][CH:11]([C:14]2[CH:19]=[CH:18][CH:17]=[C:16]([CH2:20][NH:21][C:24]([O:27][C:11]([CH3:14])([CH3:12])[CH3:10])=[O:25])[CH:15]=2)[CH2:10][CH2:9]1)=[O:7], predict the reactants needed to synthesize it. The reactants are: [CH3:1][Si:2]([CH3:23])([CH3:22])[CH2:3][CH2:4][O:5][C:6]([N:8]1[CH2:13][CH2:12][CH:11]([C:14]2[CH:19]=[CH:18][CH:17]=[C:16]([CH2:20][NH2:21])[CH:15]=2)[CH2:10][CH2:9]1)=[O:7].[C:24]([O-:27])(O)=[O:25].[Na+]. (2) Given the product [CH:21]1([C:18]2[CH:17]=[C:16]([CH:12]3[CH2:13][CH2:14][CH2:15][N:11]3[C:4]3[N:5]=[C:6]([NH:24][C:25]4[CH:29]=[C:28]([CH3:30])[NH:27][N:26]=4)[C:7]([CH2:33][O:32][CH3:37])=[CH:2][N:3]=3)[O:20][N:19]=2)[CH2:22][CH2:23]1, predict the reactants needed to synthesize it. The reactants are: Cl[C:2]1[CH:7]=[C:6](COC)[N:5]=[C:4]([N:11]2[CH2:15][CH2:14][CH2:13][CH:12]2[C:16]2[O:20][N:19]=[C:18]([CH:21]3[CH2:23][CH2:22]3)[CH:17]=2)[N:3]=1.[NH2:24][C:25]1[CH:29]=[C:28]([CH3:30])[NH:27][N:26]=1.Cl.[O:32]1[CH2:37]COC[CH2:33]1. (3) Given the product [CH3:22][N:23]([CH3:24])[CH2:6][C:7]#[C:8][C:9]#[C:10][C:11]1[CH:20]=[CH:19][C:14]([C:15]([O:17][CH3:18])=[O:16])=[CH:13][CH:12]=1, predict the reactants needed to synthesize it. The reactants are: CS(O[CH2:6][C:7]#[C:8][C:9]#[C:10][C:11]1[CH:20]=[CH:19][C:14]([C:15]([O:17][CH3:18])=[O:16])=[CH:13][CH:12]=1)(=O)=O.Cl.[CH3:22][NH:23][CH3:24].CCN(C(C)C)C(C)C. (4) Given the product [ClH:31].[ClH:31].[F:3][C:4]1[C:12]2[N:11]=[C:10]([C@H:13]([NH2:23])[CH2:14][C:15]3[CH:20]=[CH:19][C:18]([O:21][CH3:22])=[CH:17][CH:16]=3)[NH:9][C:8]=2[CH:7]=[CH:6][CH:5]=1, predict the reactants needed to synthesize it. The reactants are: N#N.[F:3][C:4]1[C:12]2[N:11]=[C:10]([C@H:13]([NH:23]C(=O)OC(C)(C)C)[CH2:14][C:15]3[CH:20]=[CH:19][C:18]([O:21][CH3:22])=[CH:17][CH:16]=3)[NH:9][C:8]=2[CH:7]=[CH:6][CH:5]=1.[ClH:31]. (5) Given the product [N:4]1[CH:5]=[CH:6][N:7]2[CH:12]=[C:11]([C:13]3[C:17]4[CH2:18][NH:19][CH2:20][CH2:21][C:16]=4[NH:15][N:14]=3)[CH:10]=[CH:9][C:8]=12, predict the reactants needed to synthesize it. The reactants are: C(O)C.[N:4]1[CH:5]=[CH:6][N:7]2[CH:12]=[C:11]([C:13]3[C:17]4[CH2:18][N:19](C(OC(C)(C)C)=O)[CH2:20][CH2:21][C:16]=4[NH:15][N:14]=3)[CH:10]=[CH:9][C:8]=12.Cl. (6) Given the product [O:1]1[C:5]2[CH:6]=[CH:7][C:8]([CH2:10][NH:11][S:13]([C:16]3[CH:17]=[CH:18][C:19]([C:20]([O:22][CH3:23])=[O:21])=[CH:24][CH:25]=3)(=[O:15])=[O:14])=[CH:9][C:4]=2[CH:3]=[CH:2]1, predict the reactants needed to synthesize it. The reactants are: [O:1]1[C:5]2[CH:6]=[CH:7][C:8]([CH2:10][NH2:11])=[CH:9][C:4]=2[CH:3]=[CH:2]1.Cl[S:13]([C:16]1[CH:25]=[CH:24][C:19]([C:20]([O:22][CH3:23])=[O:21])=[CH:18][CH:17]=1)(=[O:15])=[O:14].Cl. (7) Given the product [Cl:21][C:22]1[CH:23]=[C:24]([N:25]2[C:5]([CH3:6])=[CH:4][CH:3]=[C:2]2[CH3:1])[CH:26]=[C:27]([F:29])[CH:28]=1, predict the reactants needed to synthesize it. The reactants are: [CH3:1][C:2](=O)[CH2:3][CH2:4][C:5](=O)[CH3:6].O.C1(C)C=CC(S(O)(=O)=O)=CC=1.[Cl:21][C:22]1[CH:23]=[C:24]([CH:26]=[C:27]([F:29])[CH:28]=1)[NH2:25].O1CCCC1.